Dataset: Reaction yield outcomes from USPTO patents with 853,638 reactions. Task: Predict the reaction yield, written as a fraction of the theoretical maximum amount of product (1.0 means a 100% yield; for example, 0.34 means a 34% yield). (1) The reactants are [OH:1][C:2]1[C:3](=[O:29])[C:4]([C:18]2[N:22]([C:23]3[CH:28]=[CH:27][CH:26]=[CH:25][CH:24]=3)[N:21]=[CH:20][CH:19]=2)=[N:5][N:6]([C:8]2[CH:13]=[CH:12][CH:11]=[C:10]([C:14]([F:17])([F:16])[F:15])[CH:9]=2)[CH:7]=1.Br[CH2:31][CH:32]1[CH2:34][CH2:33]1.C([O-])([O-])=O.[K+].[K+].O. The catalyst is CN(C=O)C. The product is [CH:32]1([CH2:31][O:1][C:2]2[C:3](=[O:29])[C:4]([C:18]3[N:22]([C:23]4[CH:24]=[CH:25][CH:26]=[CH:27][CH:28]=4)[N:21]=[CH:20][CH:19]=3)=[N:5][N:6]([C:8]3[CH:13]=[CH:12][CH:11]=[C:10]([C:14]([F:16])([F:15])[F:17])[CH:9]=3)[CH:7]=2)[CH2:34][CH2:33]1. The yield is 0.910. (2) The reactants are Cl[C:2]1[N:3]=[C:4]([N:14]2[CH2:19][CH2:18][O:17][CH2:16][CH2:15]2)[C:5]2[O:11][CH2:10][C:9]([CH3:13])([CH3:12])[O:8][C:6]=2[N:7]=1.CC1(C)C(C)(C)OB([C:28]2[CH:29]=[CH:30][C:31]([NH2:34])=[N:32][CH:33]=2)O1.C(=O)([O-])[O-].[Na+].[Na+]. The catalyst is C(#N)C.Cl[Pd](Cl)([P](C1C=CC=CC=1)(C1C=CC=CC=1)C1C=CC=CC=1)[P](C1C=CC=CC=1)(C1C=CC=CC=1)C1C=CC=CC=1. The product is [CH3:12][C:9]1([CH3:13])[O:8][C:6]2[N:7]=[C:2]([C:28]3[CH:29]=[CH:30][C:31]([NH2:34])=[N:32][CH:33]=3)[N:3]=[C:4]([N:14]3[CH2:19][CH2:18][O:17][CH2:16][CH2:15]3)[C:5]=2[O:11][CH2:10]1. The yield is 0.530. (3) The reactants are [CH3:1][N:2]1[CH:7]=[CH:6][C:5]2[O:8][CH:9]=[N:10][C:4]=2[C:3]1=[O:11].C1C(=O)N([Br:19])C(=O)C1. The catalyst is CC#N. The product is [Br:19][C:6]1[C:5]2[O:8][CH:9]=[N:10][C:4]=2[C:3](=[O:11])[N:2]([CH3:1])[CH:7]=1. The yield is 0.450. (4) The catalyst is CN(C)C=O. The reactants are [Cr](O[Cr]([O-])(=O)=O)([O-])(=O)=[O:2].[NH+]1C=CC=CC=1.[NH+]1C=CC=CC=1.[F:22][C:23]1[CH:24]=[C:25]([CH:37]=[CH:38][C:39]=1[F:40])[CH2:26][O:27][CH2:28][CH2:29][CH2:30][CH2:31][CH2:32][CH2:33][CH2:34][CH2:35][OH:36]. The yield is 0.610. The product is [F:22][C:23]1[CH:24]=[C:25]([CH:37]=[CH:38][C:39]=1[F:40])[CH2:26][O:27][CH2:28][CH2:29][CH2:30][CH2:31][CH2:32][CH2:33][CH2:34][C:35]([OH:2])=[O:36]. (5) The reactants are [F:1][C:2]1[CH:7]=[C:6]([N+:8]([O-])=O)[CH:5]=[CH:4][C:3]=1[N:11]1[CH2:16][CH2:15][S:14][CH2:13][CH2:12]1. The catalyst is CO.[Pd]. The product is [F:1][C:2]1[CH:7]=[C:6]([CH:5]=[CH:4][C:3]=1[N:11]1[CH2:12][CH2:13][S:14][CH2:15][CH2:16]1)[NH2:8]. The yield is 0.980. (6) The reactants are Cl[C:2]1[S:3][CH:4]=[CH:5][C:6]=1[N+:7]([O-:9])=[O:8].C(N(CC)C(C)C)(C)C.[CH2:19]([SH:26])[C:20]1[CH:25]=[CH:24][CH:23]=[CH:22][CH:21]=1.O. The catalyst is CS(C)=O.C(OCC)(=O)C. The product is [CH2:19]([S:26][C:2]1[S:3][CH:4]=[CH:5][C:6]=1[N+:7]([O-:9])=[O:8])[C:20]1[CH:25]=[CH:24][CH:23]=[CH:22][CH:21]=1. The yield is 0.970. (7) The reactants are [Cl:1][C:2]1[C:3](F)=[C:4]([CH:7]=[CH:8][CH:9]=1)[CH:5]=[O:6].[NH:11]1[CH2:16][CH2:15][O:14][CH2:13][CH2:12]1.C(=O)([O-])[O-].[K+].[K+].CS(C)=O. The catalyst is O. The product is [Cl:1][C:2]1[C:3]([N:11]2[CH2:16][CH2:15][O:14][CH2:13][CH2:12]2)=[C:4]([CH:7]=[CH:8][CH:9]=1)[CH:5]=[O:6]. The yield is 0.330. (8) The reactants are [NH2:1][C:2]1[CH:11]=[C:10]([O:12][CH2:13][CH2:14][O:15][CH3:16])[C:9]([O:17][CH3:18])=[CH:8][C:3]=1[C:4](OC)=[O:5].Cl.[CH:20](N)=[NH:21]. The catalyst is C(N)=O. The product is [CH3:18][O:17][C:9]1[CH:8]=[C:3]2[C:2](=[CH:11][C:10]=1[O:12][CH2:13][CH2:14][O:15][CH3:16])[N:1]=[CH:20][NH:21][C:4]2=[O:5]. The yield is 0.740.